This data is from CYP2D6 substrate classification data from Carbon-Mangels et al.. The task is: Regression/Classification. Given a drug SMILES string, predict its absorption, distribution, metabolism, or excretion properties. Task type varies by dataset: regression for continuous measurements (e.g., permeability, clearance, half-life) or binary classification for categorical outcomes (e.g., BBB penetration, CYP inhibition). Dataset: cyp2d6_substrate_carbonmangels. The compound is CN(C)CCc1c[nH]c2ccc(CS(=O)(=O)N3CCCC3)cc12. The result is 1 (substrate).